Dataset: Peptide-MHC class I binding affinity with 185,985 pairs from IEDB/IMGT. Task: Regression. Given a peptide amino acid sequence and an MHC pseudo amino acid sequence, predict their binding affinity value. This is MHC class I binding data. (1) The peptide sequence is RAYMATTIL. The MHC is HLA-B15:03 with pseudo-sequence HLA-B15:03. The binding affinity (normalized) is 0.735. (2) The peptide sequence is SLTIKDSSNK. The MHC is HLA-A68:02 with pseudo-sequence HLA-A68:02. The binding affinity (normalized) is 0. (3) The peptide sequence is ATMLEYVRY. The MHC is HLA-A33:01 with pseudo-sequence HLA-A33:01. The binding affinity (normalized) is 0. (4) The peptide sequence is QMWTLMYFHR. The MHC is HLA-A31:01 with pseudo-sequence HLA-A31:01. The binding affinity (normalized) is 0.942. (5) The peptide sequence is IMYDSGAKY. The MHC is HLA-A30:01 with pseudo-sequence HLA-A30:01. The binding affinity (normalized) is 0.0847.